From a dataset of Full USPTO retrosynthesis dataset with 1.9M reactions from patents (1976-2016). Predict the reactants needed to synthesize the given product. (1) Given the product [Cl:23][C:18]1[CH:17]=[C:16]([C:14]2[N:15]=[C:11]([C:9]3[CH:10]=[C:5]([C:3]([OH:2])=[O:4])[C:6]([C:24]4[CH:25]=[CH:26][C:27]([C:30](=[O:32])[NH:41][CH2:40][CH2:39][C:33]5[CH:38]=[CH:37][CH:36]=[CH:35][CH:34]=5)=[CH:28][CH:29]=4)=[CH:7][CH:8]=3)[S:12][CH:13]=2)[CH:21]=[CH:20][C:19]=1[Cl:22], predict the reactants needed to synthesize it. The reactants are: C[O:2][C:3]([C:5]1[C:6]([C:24]2[CH:29]=[CH:28][C:27]([C:30]([OH:32])=O)=[CH:26][CH:25]=2)=[CH:7][CH:8]=[C:9]([C:11]2[S:12][CH:13]=[C:14]([C:16]3[CH:21]=[CH:20][C:19]([Cl:22])=[C:18]([Cl:23])[CH:17]=3)[N:15]=2)[CH:10]=1)=[O:4].[C:33]1([CH2:39][CH2:40][NH2:41])[CH:38]=[CH:37][CH:36]=[CH:35][CH:34]=1. (2) Given the product [CH2:1]([O:8][C@H:9]1[CH2:14][C@H:13]2[CH2:15][C@@H:10]1[CH2:11][C@@H:12]2[O:16][Si:21]([C:17]([CH3:20])([CH3:19])[CH3:18])([C:28]1[CH:29]=[CH:30][CH:31]=[CH:32][CH:33]=1)[C:22]1[CH:27]=[CH:26][CH:25]=[CH:24][CH:23]=1)[C:2]1[CH:3]=[CH:4][CH:5]=[CH:6][CH:7]=1, predict the reactants needed to synthesize it. The reactants are: [CH2:1]([O:8][C@H:9]1[CH2:14][C@H:13]2[CH2:15][C@@H:10]1[CH2:11][C@@H:12]2[OH:16])[C:2]1[CH:7]=[CH:6][CH:5]=[CH:4][CH:3]=1.[C:17]([Si:21](Cl)([C:28]1[CH:33]=[CH:32][CH:31]=[CH:30][CH:29]=1)[C:22]1[CH:27]=[CH:26][CH:25]=[CH:24][CH:23]=1)([CH3:20])([CH3:19])[CH3:18].N1C=CN=C1. (3) Given the product [CH3:8][O:9][CH2:10][CH2:11][N:12]1[CH:6]([C:2]2[S:1][CH:5]=[CH:4][CH:3]=2)[CH:14]([C:13]([NH:35][C:31]2[CH:30]=[C:29]3[C:34](=[CH:33][CH:32]=2)[N:26]([CH3:25])[CH:27]=[CH:28]3)=[O:24])[C:15]2[C:16](=[CH:20][CH:21]=[CH:22][CH:23]=2)[C:17]1=[O:19], predict the reactants needed to synthesize it. The reactants are: [S:1]1[CH:5]=[CH:4][CH:3]=[C:2]1[CH:6]=O.[CH3:8][O:9][CH2:10][CH2:11][NH2:12].[C:13]1(=[O:24])[O:19][C:17](=O)[C:16]2=[CH:20][CH:21]=[CH:22][CH:23]=[C:15]2[CH2:14]1.[CH3:25][N:26]1[C:34]2[C:29](=[CH:30][C:31]([NH2:35])=[CH:32][CH:33]=2)[CH:28]=[CH:27]1. (4) Given the product [Cl:1][C:2]1[C:3]([C:29]2[NH:33][CH2:32][CH2:31][N:30]=2)=[N:4][N:5]([CH:8]2[CH2:12][CH2:11][N:10]([C:13]3[CH:14]=[N:15][N:16]([C:21]4[CH:22]=[CH:23][C:24]([F:27])=[CH:25][CH:26]=4)[C:17]=3[CH:18]([CH3:20])[CH3:19])[C:9]2=[O:28])[C:6]=1[CH3:7], predict the reactants needed to synthesize it. The reactants are: [Cl:1][C:2]1[C:3]([C:29]#[N:30])=[N:4][N:5]([CH:8]2[CH2:12][CH2:11][N:10]([C:13]3[CH:14]=[N:15][N:16]([C:21]4[CH:26]=[CH:25][C:24]([F:27])=[CH:23][CH:22]=4)[C:17]=3[CH:18]([CH3:20])[CH3:19])[C:9]2=[O:28])[C:6]=1[CH3:7].[CH2:31](N)[CH2:32][NH2:33].